From a dataset of Reaction yield outcomes from USPTO patents with 853,638 reactions. Predict the reaction yield, written as a fraction of the theoretical maximum amount of product (1.0 means a 100% yield; for example, 0.34 means a 34% yield). (1) The reactants are [I:1][C:2]1[CH:8]=[CH:7][C:5]([NH2:6])=[CH:4][C:3]=1[N+:9]([O-:11])=[O:10].N1C=CC=CC=1.Cl[C:19]([O:21][CH3:22])=[O:20].CCCCCC. The catalyst is C(Cl)Cl. The product is [I:1][C:2]1[CH:8]=[CH:7][C:5]([NH:6][C:19](=[O:20])[O:21][CH3:22])=[CH:4][C:3]=1[N+:9]([O-:11])=[O:10]. The yield is 1.00. (2) The reactants are [NH2:1][CH2:2][CH2:3][OH:4].[C:5]([N:9]1[C:13](=[O:14])[C:12](Cl)=[C:11]([C:16]2[CH:21]=[CH:20][CH:19]=[CH:18][CH:17]=2)[S:10]1(=[O:23])=[O:22])([CH3:8])([CH3:7])[CH3:6]. No catalyst specified. The product is [C:5]([N:9]1[C:13](=[O:14])[C:12]([NH:1][CH2:2][CH2:3][OH:4])=[C:11]([C:16]2[CH:21]=[CH:20][CH:19]=[CH:18][CH:17]=2)[S:10]1(=[O:23])=[O:22])([CH3:8])([CH3:7])[CH3:6]. The yield is 0.550. (3) The reactants are [CH3:1][C:2]1[CH:9]=[C:8]([O:10][CH2:11][CH2:12][CH2:13][C:14]2[CH2:15][CH2:16][N:17]([CH3:20])[CH2:18][CH:19]=2)[CH:7]=[CH:6][C:3]=1[CH:4]=O.C[N:22]1CC=[C:25]([CH2:28][CH2:29][CH2:30]O)[CH2:24][CH2:23]1.N1C=CC=CC=1.C1(C)C=CC(S([Cl:47])(=O)=O)=CC=1.OC1C=CC(C=O)=C(C)C=1.C([O-])([O-])=O.[K+].[K+].C[N:66]([CH:68]=O)C. The catalyst is ClCCl.O. The product is [Cl:47][C:25]1[CH:28]=[C:29]([CH3:30])[C:68]2[N:66]=[C:4]([C:3]3[CH:6]=[CH:7][C:8]([O:10][CH2:11][CH2:12][CH2:13][C:14]4[CH2:15][CH2:16][N:17]([CH3:20])[CH2:18][CH:19]=4)=[CH:9][C:2]=3[CH3:1])[NH:22][C:23]=2[CH:24]=1. The yield is 0.0900. (4) The product is [F:4][C:5]1[CH:14]=[C:13]([C:15]2[C:20]([CH:21]3[CH2:26][CH2:25][N:24]([C:40]4[CH:49]=[CH:48][C:47]5[C:42](=[CH:43][C:44]([F:50])=[CH:45][CH:46]=5)[N:41]=4)[CH2:23][CH2:22]3)=[N:19][CH:18]=[CH:17][N:16]=2)[CH:12]=[CH:11][C:6]=1[C:7]([NH:9][CH3:10])=[O:8]. The reactants are Cl.Cl.Cl.[F:4][C:5]1[CH:14]=[C:13]([C:15]2[C:20]([CH:21]3[CH2:26][CH2:25][NH:24][CH2:23][CH2:22]3)=[N:19][CH:18]=[CH:17][N:16]=2)[CH:12]=[CH:11][C:6]=1[C:7]([NH:9][CH3:10])=[O:8].C(N(CC)CC)C.FC(F)(F)S(O[C:40]1[CH:49]=[CH:48][C:47]2[C:42](=[CH:43][C:44]([F:50])=[CH:45][CH:46]=2)[N:41]=1)(=O)=O. The catalyst is CS(C)=O.O. The yield is 0.460.